This data is from Reaction yield outcomes from USPTO patents with 853,638 reactions. The task is: Predict the reaction yield, written as a fraction of the theoretical maximum amount of product (1.0 means a 100% yield; for example, 0.34 means a 34% yield). (1) The yield is 0.530. No catalyst specified. The product is [Br:19][C:20]1[CH:27]=[CH:26][C:23]([CH2:24][NH:25][C:7](=[O:8])[C:6]2[CH:10]=[CH:2][C:3]([Cl:29])=[CH:4][C:5]=2[OH:11])=[C:22]([F:28])[CH:21]=1. The reactants are Cl[C:2]1[CH:3]=[CH:4][C:5]([OH:11])=[C:6]([CH:10]=1)[C:7](Cl)=[O:8].C(N(CC)CC)C.[Br:19][C:20]1[CH:27]=[CH:26][C:23]([CH2:24][NH2:25])=[C:22]([F:28])[CH:21]=1.[Cl:29]CCl. (2) The reactants are [NH2:1]/[CH:2]=[C:3](\[N:7]([CH2:13][CH3:14])[C:8](=O)[CH:9]([F:11])[F:10])/[C:4](=[O:6])[CH3:5].C(=O)([O-])[O-].[K+].[K+]. The catalyst is O1CCOCC1. The product is [F:10][CH:9]([F:11])[C:8]1[N:7]([CH2:13][CH3:14])[C:3]([C:4](=[O:6])[CH3:5])=[CH:2][N:1]=1. The yield is 0.920.